Predict the product of the given reaction. From a dataset of Forward reaction prediction with 1.9M reactions from USPTO patents (1976-2016). (1) Given the reactants [CH:1]1[C:10]2[C:5](=[CH:6][CH:7]=[CH:8][CH:9]=2)[CH:4]=[C:3]([N:11]2[CH2:16][CH2:15][N:14]([C:17]3[C:18]([C:31]4[CH:36]=[CH:35][CH:34]=[CH:33][CH:32]=4)=[N:19][C:20]4[C:25]([N:26]=3)=[CH:24][C:23]([C:27]([O:29]C)=[O:28])=[CH:22][CH:21]=4)[CH2:13][CH2:12]2)[N:2]=1.[OH-].[Na+].Cl, predict the reaction product. The product is: [CH:1]1[C:10]2[C:5](=[CH:6][CH:7]=[CH:8][CH:9]=2)[CH:4]=[C:3]([N:11]2[CH2:16][CH2:15][N:14]([C:17]3[C:18]([C:31]4[CH:32]=[CH:33][CH:34]=[CH:35][CH:36]=4)=[N:19][C:20]4[C:25]([N:26]=3)=[CH:24][C:23]([C:27]([OH:29])=[O:28])=[CH:22][CH:21]=4)[CH2:13][CH2:12]2)[N:2]=1. (2) Given the reactants I[C:2]1[CH:16]=[CH:15][C:5]([O:6][CH:7]2[CH2:10][N:9]([CH:11]3[CH2:14][O:13][CH2:12]3)[CH2:8]2)=[CH:4][CH:3]=1.[B:17]1([B:17]2[O:21][C:20]([CH3:23])([CH3:22])[C:19]([CH3:25])([CH3:24])[O:18]2)[O:21][C:20]([CH3:23])([CH3:22])[C:19]([CH3:25])([CH3:24])[O:18]1.CC([O-])=O.[K+], predict the reaction product. The product is: [O:13]1[CH2:14][CH:11]([N:9]2[CH2:10][CH:7]([O:6][C:5]3[CH:15]=[CH:16][C:2]([B:17]4[O:21][C:20]([CH3:23])([CH3:22])[C:19]([CH3:25])([CH3:24])[O:18]4)=[CH:3][CH:4]=3)[CH2:8]2)[CH2:12]1. (3) Given the reactants [NH2:1][C:2]1[C:3]([CH3:29])=[C:4]([C:8]2[C:20]3[C:19]4[C:14](=[CH:15][C:16]([O:21][CH2:22][CH2:23][O:24][CH3:25])=[CH:17][CH:18]=4)[NH:13][C:12]=3[C:11]([C:26]([NH2:28])=[O:27])=[N:10][CH:9]=2)[CH:5]=[CH:6][CH:7]=1.[F:30][C:31]1[CH:32]=[CH:33][C:34]([CH:40]=O)=[C:35]([CH:39]=1)[C:36]([OH:38])=[O:37].C(O[BH-](OC(=O)C)OC(=O)C)(=O)C.[Na+].C(O)(=O)C, predict the reaction product. The product is: [C:26]([C:11]1[C:12]2[NH:13][C:14]3[C:19]([C:20]=2[C:8]([C:4]2[C:3]([CH3:29])=[C:2]([NH:1][CH2:40][C:34]4[CH:33]=[CH:32][C:31]([F:30])=[CH:39][C:35]=4[C:36]([OH:38])=[O:37])[CH:7]=[CH:6][CH:5]=2)=[CH:9][N:10]=1)=[CH:18][CH:17]=[C:16]([O:21][CH2:22][CH2:23][O:24][CH3:25])[CH:15]=3)(=[O:27])[NH2:28]. (4) The product is: [CH2:20]([N:13]1[C:14]2[CH:19]=[CH:18][CH:17]=[CH:16][C:15]=2[N:11]([CH2:10][C:9]([OH:23])=[O:8])[C:12]1=[O:22])[CH3:21]. Given the reactants C([O:8][C:9](=[O:23])[CH2:10][N:11]1[C:15]2[CH:16]=[CH:17][CH:18]=[CH:19][C:14]=2[N:13]([CH2:20][CH3:21])[C:12]1=[O:22])C1C=CC=CC=1, predict the reaction product.